Dataset: Catalyst prediction with 721,799 reactions and 888 catalyst types from USPTO. Task: Predict which catalyst facilitates the given reaction. Reactant: [NH2:1][C:2]1[CH:6]=[C:5]([C:7]([CH3:10])([CH3:9])[CH3:8])[S:4][C:3]=1[C:11]([O-:13])=O.C[Al](C)C.[CH3:18][NH2:19]. Product: [CH3:18][NH:19][C:11]([C:3]1[S:4][C:5]([C:7]([CH3:10])([CH3:9])[CH3:8])=[CH:6][C:2]=1[NH2:1])=[O:13]. The catalyst class is: 2.